Dataset: Full USPTO retrosynthesis dataset with 1.9M reactions from patents (1976-2016). Task: Predict the reactants needed to synthesize the given product. (1) Given the product [CH2:21]([C@H:8]([NH:7][C:6]([C@@H:46]([NH:50][C:51]([C@@H:52]([NH:54][C:55]([C:57]1[N:58]([CH3:62])[N:59]=[CH:60][CH:61]=1)=[O:56])[CH3:53])=[O:63])[CH2:45][C:38]1[C:39]2[C:44](=[CH:43][CH:42]=[CH:41][CH:40]=2)[NH:36][CH:37]=1)=[O:28])[CH:9]([C:11](=[O:20])[NH:12][CH2:13][C:14]1[CH:15]=[CH:16][CH:17]=[CH:18][CH:19]=1)[OH:10])[C:22]1[CH:23]=[CH:24][CH:25]=[CH:26][CH:27]=1, predict the reactants needed to synthesize it. The reactants are: C(O[C:6](=[O:28])[NH:7][C@@H:8]([CH2:21][C:22]1[CH:27]=[CH:26][CH:25]=[CH:24][CH:23]=1)[CH:9]([C:11](=[O:20])[NH:12][CH2:13][C:14]1[CH:19]=[CH:18][CH:17]=[CH:16][CH:15]=1)[OH:10])(C)(C)C.FC(F)(F)C(O)=O.[NH:36]1[C:44]2[C:39](=[CH:40][CH:41]=[CH:42][CH:43]=2)[C:38]([CH2:45][C@H:46]([NH:50][C:51](=[O:63])[C@@H:52]([NH:54][C:55]([C:57]2[N:58]([CH3:62])[N:59]=[CH:60][CH:61]=2)=[O:56])[CH3:53])C(O)=O)=[CH:37]1.C(N(CC)C(C)C)(C)C.CN(C(ON1N=NC2C=CC=NC1=2)=[N+](C)C)C.F[P-](F)(F)(F)(F)F. (2) The reactants are: [Cl:1][C:2]1[CH:3]=[C:4]2[C:8](=[C:9]([NH:11][CH:12]3[CH2:16][CH2:15][CH2:14][CH2:13]3)[CH:10]=1)[NH:7][C:6]([C:17]1[S:18][CH2:19][C@@H:20]([CH2:22][CH2:23][N:24]3[CH2:29][CH2:28][NH:27][CH2:26][CH2:25]3)[N:21]=1)=[CH:5]2.[CH2:30]([S:32](Cl)(=[O:34])=[O:33])[CH3:31]. Given the product [Cl:1][C:2]1[CH:3]=[C:4]2[C:8](=[C:9]([NH:11][CH:12]3[CH2:16][CH2:15][CH2:14][CH2:13]3)[CH:10]=1)[NH:7][C:6]([C:17]1[S:18][CH2:19][C@@H:20]([CH2:22][CH2:23][N:24]3[CH2:29][CH2:28][N:27]([S:32]([CH2:30][CH3:31])(=[O:34])=[O:33])[CH2:26][CH2:25]3)[N:21]=1)=[CH:5]2, predict the reactants needed to synthesize it. (3) Given the product [ClH:4].[CH2:1]([O:3][C:5](=[NH:6])[C:7]1[CH:15]=[CH:14][C:10]([C:11]([OH:13])=[O:12])=[CH:9][CH:8]=1)[CH3:2], predict the reactants needed to synthesize it. The reactants are: [C:1]([Cl:4])(=[O:3])[CH3:2].[C:5]([C:7]1[CH:15]=[CH:14][C:10]([C:11]([OH:13])=[O:12])=[CH:9][CH:8]=1)#[N:6].